From a dataset of CYP2C9 inhibition data for predicting drug metabolism from PubChem BioAssay. Regression/Classification. Given a drug SMILES string, predict its absorption, distribution, metabolism, or excretion properties. Task type varies by dataset: regression for continuous measurements (e.g., permeability, clearance, half-life) or binary classification for categorical outcomes (e.g., BBB penetration, CYP inhibition). Dataset: cyp2c9_veith. The drug is Cc1noc(C)c1C(=O)N1CCC2(CC1)CCN(c1ncccn1)CC2. The result is 0 (non-inhibitor).